This data is from Peptide-MHC class II binding affinity with 134,281 pairs from IEDB. The task is: Regression. Given a peptide amino acid sequence and an MHC pseudo amino acid sequence, predict their binding affinity value. This is MHC class II binding data. (1) The peptide sequence is MKEGRYEVRAELPGV. The MHC is HLA-DQA10501-DQB10201 with pseudo-sequence HLA-DQA10501-DQB10201. The binding affinity (normalized) is 0.516. (2) The peptide sequence is SSKLWAQCVQLHNDI. The MHC is DRB1_0101 with pseudo-sequence DRB1_0101. The binding affinity (normalized) is 0.617. (3) The peptide sequence is EKKYFAATQFEPEAA. The MHC is DRB1_0701 with pseudo-sequence DRB1_0701. The binding affinity (normalized) is 0.542. (4) The peptide sequence is WKSDMSKLLNLKSDL. The MHC is DRB1_0404 with pseudo-sequence DRB1_0404. The binding affinity (normalized) is 0.277. (5) The MHC is HLA-DPA10103-DPB10401 with pseudo-sequence HLA-DPA10103-DPB10401. The peptide sequence is EATTDGLGWYKIEID. The binding affinity (normalized) is 0.0356. (6) The peptide sequence is ASYASPSLQTLIAVS. The MHC is DRB1_0404 with pseudo-sequence DRB1_0404. The binding affinity (normalized) is 0.528. (7) The peptide sequence is KYLFNWAVRTKLKLTPIA. The MHC is DRB1_0405 with pseudo-sequence DRB1_0405. The binding affinity (normalized) is 0.297. (8) The peptide sequence is GYTPATPAAPAGAEP. The MHC is DRB1_0301 with pseudo-sequence DRB1_0301. The binding affinity (normalized) is 0.